This data is from Full USPTO retrosynthesis dataset with 1.9M reactions from patents (1976-2016). The task is: Predict the reactants needed to synthesize the given product. (1) Given the product [C:4]([Si:1]([CH3:3])([CH3:2])[O:8][CH2:9][CH2:10][C@@H:11]([OH:12])[CH2:13][NH:14][C:15]1[CH:16]=[CH:17][C:18]2[S:23][CH2:22][C:21](=[O:24])[NH:20][C:19]=2[CH:25]=1)([CH3:7])([CH3:6])[CH3:5], predict the reactants needed to synthesize it. The reactants are: [Si:1]([O:8][CH2:9][CH2:10][C@@H:11]1[CH2:13][O:12]1)([C:4]([CH3:7])([CH3:6])[CH3:5])([CH3:3])[CH3:2].[NH2:14][C:15]1[CH:16]=[CH:17][C:18]2[S:23][CH2:22][C:21](=[O:24])[NH:20][C:19]=2[CH:25]=1. (2) Given the product [Br:1][C:2]1[C:3]([C@@H:10]([NH:20][C:21](=[O:39])[CH2:22][N:23]2[C:31]3[C:30]([F:33])([F:32])[CH2:29][CH2:28][C:27]([F:34])([F:35])[C:26]=3[C:25]([CH:36]([F:37])[F:38])=[N:24]2)[CH2:11][C:12]2[CH:13]=[C:14]([F:19])[CH:15]=[C:16]([F:18])[CH:17]=2)=[N:4][C:5]([N:8]2[CH2:91][C:90]3([CH2:89][O:88][CH2:87]3)[CH2:9]2)=[N:6][CH:7]=1, predict the reactants needed to synthesize it. The reactants are: [Br:1][C:2]1[C:3]([C@@H:10]([NH:20][C:21](=[O:39])[CH2:22][N:23]2[C:31]3[C:30]([F:33])([F:32])[CH2:29][CH2:28][C:27]([F:35])([F:34])[C:26]=3[C:25]([CH:36]([F:38])[F:37])=[N:24]2)[CH2:11][C:12]2[CH:17]=[C:16]([F:18])[CH:15]=[C:14]([F:19])[CH:13]=2)=[N:4][C:5]([NH:8][CH3:9])=[N:6][CH:7]=1.BrC1C([C@@H](NC(=O)CN2C3C(F)(F)CCC(F)(F)C=3C(C(F)F)=N2)CC2C=C(F)C=C(F)C=2)=NC(S(C)(=O)=O)=NC=1.C(O)(=O)C(O)=O.[CH2:87]1[C:90]2(CN[CH2:91]2)[CH2:89][O:88]1.[CH2:87]1[C:90]2(CN[CH2:91]2)[CH2:89][O:88]1. (3) Given the product [Cl:1][C:2]1[C:3]([S:27]([NH2:30])(=[O:29])=[O:28])=[N:4][CH:5]=[C:6]([C:12]([N:14]2[CH2:15][CH2:16][CH:17]([C:20]3[CH:21]=[CH:22][C:23]([F:26])=[CH:24][CH:25]=3)[CH2:18][CH2:19]2)=[O:13])[C:7]=1[OH:8], predict the reactants needed to synthesize it. The reactants are: [Cl:1][C:2]1[C:3]([S:27]([NH2:30])(=[O:29])=[O:28])=[N:4][CH:5]=[C:6]([C:12]([N:14]2[CH2:19][CH2:18][CH:17]([C:20]3[CH:25]=[CH:24][C:23]([F:26])=[CH:22][CH:21]=3)[CH2:16][CH2:15]2)=[O:13])[C:7]=1[O:8]C(C)C.[Cl-].[Al+3].[Cl-].[Cl-].O. (4) The reactants are: [CH3:1][C:2]1[N:7]=[C:6]([C:8]#[N:9])[CH:5]=[CH:4][CH:3]=1.[NH2:10][OH:11]. Given the product [OH:11][N:10]=[C:8]([NH2:9])[C:6]1[CH:5]=[CH:4][CH:3]=[C:2]([CH3:1])[N:7]=1, predict the reactants needed to synthesize it. (5) The reactants are: [CH2:1]([C:8]1[NH:9][C:10]([C:13]([NH:15][C@@H:16]2[C:22](=[O:23])[NH:21][C:20]3[CH:24]=[CH:25][CH:26]=[CH:27][C:19]=3[CH2:18][CH2:17]2)=[O:14])=[N:11][N:12]=1)[C:2]1[CH:7]=[CH:6][CH:5]=[CH:4][CH:3]=1.C1C(=O)N([Cl:35])C(=O)C1. Given the product [CH2:1]([C:8]1[NH:9][C:10]([C:13]([NH:15][C@@H:16]2[C:22](=[O:23])[NH:21][C:20]3[CH:24]=[CH:25][C:26]([Cl:35])=[CH:27][C:19]=3[CH2:18][CH2:17]2)=[O:14])=[N:11][N:12]=1)[C:2]1[CH:3]=[CH:4][CH:5]=[CH:6][CH:7]=1, predict the reactants needed to synthesize it. (6) Given the product [Br:13][C:10]1[CH:11]=[CH:12][C:7]([C:16]2([OH:18])[CH2:17][O:14][CH2:15]2)=[CH:8][CH:9]=1, predict the reactants needed to synthesize it. The reactants are: C([Li])CCC.Br[C:7]1[CH:12]=[CH:11][C:10]([Br:13])=[CH:9][CH:8]=1.[O:14]1[CH2:17][C:16](=[O:18])[CH2:15]1.[NH4+].[Cl-]. (7) Given the product [Br:1][C:2]1[CH:3]=[C:4]([CH:7]=[CH:8][C:9]=1[CH2:10][Br:11])[C:5]#[N:6], predict the reactants needed to synthesize it. The reactants are: [Br:1][C:2]1[CH:3]=[C:4]([CH:7]=[CH:8][C:9]=1[CH3:10])[C:5]#[N:6].[Br:11]N1C(=O)CCC1=O. (8) Given the product [CH2:1]([O:3][C:4]1[CH:12]=[C:11]2[C:7]([CH:8]=[N:9][NH:10]2)=[CH:6][C:5]=1[NH:13][C:14]1[C:15]2[C:22]3[CH2:23][CH2:24][CH:25]([C:27]([N:31]([CH:32]([CH3:34])[CH3:33])[CH3:30])=[O:29])[CH2:26][C:21]=3[S:20][C:16]=2[N:17]=[CH:18][N:19]=1)[CH3:2], predict the reactants needed to synthesize it. The reactants are: [CH2:1]([O:3][C:4]1[CH:12]=[C:11]2[C:7]([CH:8]=[N:9][NH:10]2)=[CH:6][C:5]=1[NH:13][C:14]1[C:15]2[C:22]3[CH2:23][CH2:24][CH:25]([C:27]([OH:29])=O)[CH2:26][C:21]=3[S:20][C:16]=2[N:17]=[CH:18][N:19]=1)[CH3:2].[CH3:30][NH:31][CH:32]([CH3:34])[CH3:33]. (9) Given the product [Br:2][C:1]([Br:5])=[CH:32][CH:30]1[CH2:31][CH:28]([CH2:27][C:26]([CH3:35])([CH3:34])[CH3:25])[CH2:29]1, predict the reactants needed to synthesize it. The reactants are: [C:1]([Br:5])(Br)(Br)[Br:2].C1(P(C2C=CC=CC=2)C2C=CC=CC=2)C=CC=CC=1.[CH3:25][C:26]([CH3:35])([CH3:34])[CH2:27][CH:28]1[CH2:31][CH:30]([CH:32]=O)[CH2:29]1.C(=O)([O-])[O-].[Na+].[Na+].